This data is from Catalyst prediction with 721,799 reactions and 888 catalyst types from USPTO. The task is: Predict which catalyst facilitates the given reaction. (1) Reactant: C[O:2][C:3]([C:5]1[N:6]=[N:7][N:8]([C@H:10]2[CH2:15][CH2:14][C@@H:13]([NH:16][C:17](=[O:27])[CH2:18][C:19]3[C:24]([F:25])=[CH:23][CH:22]=[CH:21][C:20]=3[Cl:26])[CH2:12][CH2:11]2)[CH:9]=1)=[O:4].O[Li].O.CCOC(C)=O. Product: [Cl:26][C:20]1[CH:21]=[CH:22][CH:23]=[C:24]([F:25])[C:19]=1[CH2:18][C:17]([NH:16][C@@H:13]1[CH2:14][CH2:15][C@H:10]([N:8]2[CH:9]=[C:5]([C:3]([OH:4])=[O:2])[N:6]=[N:7]2)[CH2:11][CH2:12]1)=[O:27]. The catalyst class is: 87. (2) Reactant: C(OC(=O)[NH:7][C:8]1[CH:13]=[C:12]([CH3:14])[C:11]([C:15]([F:18])([F:17])[F:16])=[CH:10][C:9]=1[NH:19][C:20](=[O:36])[CH2:21][C:22](=O)[C:23]1[CH:28]=[CH:27][CH:26]=[C:25]([C:29]2[CH:34]=[CH:33][N:32]=[CH:31][CH:30]=2)[CH:24]=1)(C)(C)C.C(O)(C(F)(F)F)=O. Product: [CH3:14][C:12]1[C:11]([C:15]([F:18])([F:17])[F:16])=[CH:10][C:9]2[NH:19][C:20](=[O:36])[CH2:21][C:22]([C:23]3[CH:28]=[CH:27][CH:26]=[C:25]([C:29]4[CH:30]=[CH:31][N:32]=[CH:33][CH:34]=4)[CH:24]=3)=[N:7][C:8]=2[CH:13]=1. The catalyst class is: 2. (3) Reactant: [Cl:1][C:2]1[CH:7]=[C:6]([Cl:8])[CH:5]=[CH:4][C:3]=1[CH:9]([OH:14])[CH2:10][CH:11]([CH3:13])[CH3:12].CC(OI1(OC(C)=O)(OC(C)=O)OC(=O)C2C=CC=CC1=2)=O.CCOC(C)=O. Product: [Cl:1][C:2]1[CH:7]=[C:6]([Cl:8])[CH:5]=[CH:4][C:3]=1[C:9](=[O:14])[CH2:10][CH:11]([CH3:12])[CH3:13]. The catalyst class is: 2. (4) Reactant: [Br:1][C:2]1[C:6]([N+:7]([O-:9])=[O:8])=[C:5]([Br:10])[NH:4][N:3]=1.[H-].[Na+].[CH3:13]I. Product: [Br:1][C:2]1[C:6]([N+:7]([O-:9])=[O:8])=[C:5]([Br:10])[N:4]([CH3:13])[N:3]=1. The catalyst class is: 3. (5) Reactant: [C:1]([O:5][C:6]([NH:8][CH2:9][C:10]1[N:11]([CH2:35][CH:36]([CH3:38])[CH3:37])[C:12](=[O:34])[C:13]2[C:18]([C:19]=1[C:20]1[CH:25]=[CH:24][CH:23]=[CH:22][CH:21]=1)=[CH:17][C:16]([O:26][C:27]([CH3:33])([CH3:32])[C:28]([O:30]C)=[O:29])=[CH:15][CH:14]=2)=[O:7])([CH3:4])([CH3:3])[CH3:2].[OH-].[Na+].O.Cl. Product: [C:1]([O:5][C:6]([NH:8][CH2:9][C:10]1[N:11]([CH2:35][CH:36]([CH3:38])[CH3:37])[C:12](=[O:34])[C:13]2[C:18]([C:19]=1[C:20]1[CH:21]=[CH:22][CH:23]=[CH:24][CH:25]=1)=[CH:17][C:16]([O:26][C:27]([CH3:33])([CH3:32])[C:28]([OH:30])=[O:29])=[CH:15][CH:14]=2)=[O:7])([CH3:4])([CH3:3])[CH3:2]. The catalyst class is: 83.